Predict which catalyst facilitates the given reaction. From a dataset of Catalyst prediction with 721,799 reactions and 888 catalyst types from USPTO. (1) Reactant: [CH:1]([N:4]1[C:8]([CH2:9][CH2:10][C:11](OCC)=[O:12])=[CH:7][C:6]([O:16][CH2:17][C:18]2[CH:27]=[CH:26][C:25]3[C:20](=[CH:21][CH:22]=[CH:23][CH:24]=3)[N:19]=2)=[N:5]1)([CH3:3])[CH3:2].[H-].C([Al+]CC(C)C)C(C)C.C(O)C.[Cl-].[NH4+]. Product: [CH:1]([N:4]1[C:8]([CH2:9][CH2:10][CH2:11][OH:12])=[CH:7][C:6]([O:16][CH2:17][C:18]2[CH:27]=[CH:26][C:25]3[C:20](=[CH:21][CH:22]=[CH:23][CH:24]=3)[N:19]=2)=[N:5]1)([CH3:3])[CH3:2]. The catalyst class is: 207. (2) Reactant: [C:1]1([NH2:8])[CH:6]=[CH:5][CH:4]=[CH:3][C:2]=1[NH2:7].[F:9][C:10]([F:21])([F:20])[C:11]1[CH:16]=[CH:15][C:14]([N:17]=[C:18]=[O:19])=[CH:13][CH:12]=1. Product: [NH2:7][C:2]1[CH:3]=[CH:4][CH:5]=[CH:6][C:1]=1[NH:8][C:18]([NH:17][C:14]1[CH:13]=[CH:12][C:11]([C:10]([F:9])([F:20])[F:21])=[CH:16][CH:15]=1)=[O:19]. The catalyst class is: 10. (3) Reactant: [CH:1]1([C:4]2[C:11]([N+:12]([O-:14])=[O:13])=[CH:10][C:7]([C:8]#[N:9])=[C:6]([OH:15])[N:5]=2)[CH2:3][CH2:2]1.[O:16](S(C(F)(F)F)(=O)=O)[S:17]([C:20]([F:23])([F:22])[F:21])(=O)=[O:18]. Product: [F:21][C:20]([F:23])([F:22])[S:17]([O:15][C:6]1[C:7]([C:8]#[N:9])=[CH:10][C:11]([N+:12]([O-:14])=[O:13])=[C:4]([CH:1]2[CH2:2][CH2:3]2)[N:5]=1)(=[O:18])=[O:16]. The catalyst class is: 64. (4) Reactant: [CH3:1][CH:2]1[N:15]2[C:6]([CH2:7][O:8][C:9]3[C:14]2=[CH:13][C:12]([NH:16][C:17]2([CH3:21])[CH2:20][NH:19][CH2:18]2)=[C:11]([C:22]2[CH:27]=[CH:26][CH:25]=[CH:24][CH:23]=2)[CH:10]=3)=[N:5][NH:4][C:3]1=[O:28].C=O.[BH3-][C:32]#N.[Na+]. Product: [CH3:32][N:19]1[CH2:20][C:17]([NH:16][C:12]2[CH:13]=[C:14]3[C:9](=[CH:10][C:11]=2[C:22]2[CH:23]=[CH:24][CH:25]=[CH:26][CH:27]=2)[O:8][CH2:7][C:6]2[N:15]3[CH:2]([CH3:1])[C:3](=[O:28])[NH:4][N:5]=2)([CH3:21])[CH2:18]1. The catalyst class is: 467. (5) Reactant: [CH2:1]([O:3][C:4](=[O:34])[C:5]([CH3:33])([O:7][C:8]1[CH:13]=[CH:12][C:11]([O:14][CH2:15][C:16]2[NH:20][C:19](=[O:21])[N:18]([C:22]3[CH:27]=[CH:26][C:25]([C:28]([F:31])([F:30])[F:29])=[CH:24][CH:23]=3)[N:17]=2)=[CH:10][C:9]=1[CH3:32])[CH3:6])[CH3:2].Cl[CH2:36][CH2:37][O:38][CH3:39].C(N(C(C)C)CC)(C)C.[I-].[Na+]. The catalyst class is: 10. Product: [CH2:1]([O:3][C:4](=[O:34])[C:5]([O:7][C:8]1[CH:13]=[CH:12][C:11]([O:14][CH2:15][C:16]2[N:20]([CH2:36][CH2:37][O:38][CH3:39])[C:19](=[O:21])[N:18]([C:22]3[CH:23]=[CH:24][C:25]([C:28]([F:30])([F:31])[F:29])=[CH:26][CH:27]=3)[N:17]=2)=[CH:10][C:9]=1[CH3:32])([CH3:33])[CH3:6])[CH3:2]. (6) Reactant: [CH:1]([C:3]1[NH:7][C:6]([C:8]([OH:10])=O)=[CH:5][C:4]=1[CH3:11])=[O:2].Cl.CN(C)CCCN=C=N.ON1C2C=CC=CC=2N=N1.[CH2:32]([N:34]([CH2:37][CH2:38][NH2:39])[CH2:35][CH3:36])[CH3:33]. Product: [CH2:32]([N:34]([CH2:35][CH3:36])[CH2:37][CH2:38][NH:39][C:8]([C:6]1[NH:7][C:3]([CH:1]=[O:2])=[C:4]([CH3:11])[CH:5]=1)=[O:10])[CH3:33]. The catalyst class is: 3. (7) Reactant: [CH2:1]([O:8][C:9]1[C:14]([NH2:15])=[C:13]([Cl:16])[N:12]=[C:11]([S:17][CH3:18])[N:10]=1)[C:2]1[CH:7]=[CH:6][CH:5]=[CH:4][CH:3]=1.[Li]CCCC.[S:24](Cl)([C:27]1[CH:33]=[CH:32][C:30]([CH3:31])=[CH:29][CH:28]=1)(=[O:26])=[O:25]. Product: [CH2:1]([O:8][C:9]1[C:14]([NH:15][S:24]([C:27]2[CH:33]=[CH:32][C:30]([CH3:31])=[CH:29][CH:28]=2)(=[O:26])=[O:25])=[C:13]([Cl:16])[N:12]=[C:11]([S:17][CH3:18])[N:10]=1)[C:2]1[CH:3]=[CH:4][CH:5]=[CH:6][CH:7]=1. The catalyst class is: 1.